Dataset: Forward reaction prediction with 1.9M reactions from USPTO patents (1976-2016). Task: Predict the product of the given reaction. Given the reactants [C:1]([O:5][C:6](=[O:36])[NH:7][C:8]1([C:12]2[CH:17]=[CH:16][C:15]([C:18]3[C:19]([C:30]4[CH:35]=[CH:34][CH:33]=[CH:32][CH:31]=4)=[CH:20][C:21]4[NH:27][C:26](=[O:28])[CH2:25][CH2:24][NH:23][C:22]=4[N:29]=3)=[CH:14][CH:13]=2)[CH2:11][CH2:10][CH2:9]1)([CH3:4])([CH3:3])[CH3:2].[H-].[Na+].[CH3:39]I.O, predict the reaction product. The product is: [C:1]([O:5][C:6](=[O:36])[NH:7][C:8]1([C:12]2[CH:13]=[CH:14][C:15]([C:18]3[C:19]([C:30]4[CH:31]=[CH:32][CH:33]=[CH:34][CH:35]=4)=[CH:20][C:21]4[N:27]([CH3:39])[C:26](=[O:28])[CH2:25][CH2:24][NH:23][C:22]=4[N:29]=3)=[CH:16][CH:17]=2)[CH2:11][CH2:10][CH2:9]1)([CH3:4])([CH3:2])[CH3:3].